From a dataset of Drug-target binding data from BindingDB using IC50 measurements. Regression. Given a target protein amino acid sequence and a drug SMILES string, predict the binding affinity score between them. We predict pIC50 (pIC50 = -log10(IC50 in M); higher means more potent). Dataset: bindingdb_ic50. (1) The drug is CN1CCC(Cc2cccc(CNC3(c4ccc(F)cc4)CCCC3)c2)CC1. The target protein (Q14995) has sequence MEVNAGGVIAYISSSSSASSPASCHSEGSENSFQSSSSSVPSSPNSSNSDTNGNPKNGDLANIEGILKNDRIDCSMKTSKSSAPGMTKSHSGVTKFSGMVLLCKVCGDVASGFHYGVHACEGCKGFFRRSIQQNIQYKKCLKNENCSIMRMNRNRCQQCRFKKCLSVGMSRDAVRFGRIPKREKQRMLIEMQSAMKTMMNSQFSGHLQNDTLVEHHEQTALPAQEQLRPKPQLEQENIKSSSPPSSDFAKEEVIGMVTRAHKDTFMYNQEQQENSAESMQPQRGERIPKNMEQYNLNHDHCGNGLSSHFPCSESQQHLNGQFKGRNIMHYPNGHAICIANGHCMNFSNAYTQRVCDRVPIDGFSQNENKNSYLCNTGGRMHLVCPLSKSPYVDPHKSGHEIWEEFSMSFTPAVKEVVEFAKRIPGFRDLSQHDQVNLLKAGTFEVLMVRFASLFDAKERTVTFLSGKKYSVDDLHSMGAGDLLNSMFEFSEKLNALQLSD.... The pIC50 is 5.9. (2) The small molecule is CO/C(=C\C=C\c1cc2cc(Cl)c(Cl)cc2[nH]1)C(=O)NC1CC(C)(C)N(C)C(C)(C)C1. The target protein (P18434) has sequence MAALQEKKSCSQRMEEFQRYCWNPDTGQMLGRTLSRWVWISLYYVAFYVVMSGIFALCIYVLMRTIDPYTPDYQDQLKSPGVTLRPDVYGEKGLDISYNVSDSTTWAGLAHTLHRFLAGYSPAAQEGSINCTSEKYFFQESFLAPNHTKFSCKFTADMLQNCSGRPDPTFGFAEGKPCFIIKMNRIVKFLPGNSTAPRVDCAFLDQPRDGPPLQVEYFPANGTYSLHYFPYYGKKAQPHYSNPLVAAKLLNVPRNRDVVIVCKILAEHVSFDNPHDPYEGKVEFKLKIQK. The pIC50 is 7.6.